From a dataset of Catalyst prediction with 721,799 reactions and 888 catalyst types from USPTO. Predict which catalyst facilitates the given reaction. (1) Reactant: [Br:1][C:2]1[C:3]([O:12][CH3:13])=[C:4]([CH:7]=[C:8]([O:10][CH3:11])[CH:9]=1)[CH:5]=[O:6].[H-].[H-].[H-].[H-].[Li+].[Al+3].Cl. Product: [Br:1][C:2]1[C:3]([O:12][CH3:13])=[C:4]([CH2:5][OH:6])[CH:7]=[C:8]([O:10][CH3:11])[CH:9]=1. The catalyst class is: 1. (2) Reactant: [CH2:1]([O:8][C:9]([CH:11]([CH3:38])[CH2:12][P:13]([CH2:20][CH:21]([CH2:29][CH2:30][C:31]([O:33]C(C)(C)C)=[O:32])[C:22]([O:24]C(C)(C)C)=[O:23])([O:15]C(C)(C)C)=[O:14])=[O:10])[C:2]1[CH:7]=[CH:6][CH:5]=[CH:4][CH:3]=1.FC(F)(F)C(O)=O. Product: [CH2:1]([O:8][C:9]([CH:11]([CH3:38])[CH2:12][P:13]([CH2:20][CH:21]([CH2:29][CH2:30][C:31]([OH:33])=[O:32])[C:22]([OH:24])=[O:23])([OH:15])=[O:14])=[O:10])[C:2]1[CH:3]=[CH:4][CH:5]=[CH:6][CH:7]=1. The catalyst class is: 4. (3) Reactant: O1CCCC1.C(#N)C.[CH2:9]([O:16][C:17]([C:19]1([C:22](=[O:39])[NH:23][C:24]2[CH:29]=[CH:28][C:27]([O:30][C:31]3[CH:36]=[CH:35][N:34]=[C:33]([NH2:37])[CH:32]=3)=[CH:26][C:25]=2[F:38])[CH2:21][CH2:20]1)=[O:18])[C:10]1[CH:15]=[CH:14][CH:13]=[CH:12][CH:11]=1.Cl[C:41]([O:43][C:44]1[CH:49]=[CH:48][CH:47]=[CH:46][CH:45]=1)=[O:42]. Product: [CH2:9]([O:16][C:17]([C:19]1([C:22](=[O:39])[NH:23][C:24]2[CH:29]=[CH:28][C:27]([O:30][C:31]3[CH:36]=[CH:35][N:34]=[C:33]([NH:37][C:41]([O:43][C:44]4[CH:49]=[CH:48][CH:47]=[CH:46][CH:45]=4)=[O:42])[CH:32]=3)=[CH:26][C:25]=2[F:38])[CH2:20][CH2:21]1)=[O:18])[C:10]1[CH:11]=[CH:12][CH:13]=[CH:14][CH:15]=1. The catalyst class is: 17.